From a dataset of Reaction yield outcomes from USPTO patents with 853,638 reactions. Predict the reaction yield, written as a fraction of the theoretical maximum amount of product (1.0 means a 100% yield; for example, 0.34 means a 34% yield). The reactants are [CH3:1][C:2]1[CH:11]=[C:10]([N:12]2[CH2:16][CH2:15][CH2:14][CH2:13]2)[C:9]2[C:4](=[CH:5][C:6]([C:17]#[N:18])=[CH:7][CH:8]=2)[N:3]=1.[OH:19]O.[OH-].[Na+]. The catalyst is ClCCl.S([O-])(O)(=O)=O.C([N+](CCCC)(CCCC)CCCC)CCC. The product is [CH3:1][C:2]1[CH:11]=[C:10]([N:12]2[CH2:16][CH2:15][CH2:14][CH2:13]2)[C:9]2[C:4](=[CH:5][C:6]([C:17]([NH2:18])=[O:19])=[CH:7][CH:8]=2)[N:3]=1. The yield is 0.600.